From a dataset of Forward reaction prediction with 1.9M reactions from USPTO patents (1976-2016). Predict the product of the given reaction. (1) Given the reactants [CH3:13][C:12]([O:11][C:9](O[C:9]([O:11][C:12]([CH3:15])([CH3:14])[CH3:13])=[O:10])=[O:10])([CH3:15])[CH3:14].[Cl:16][C:17]1[CH:25]=[CH:24][C:23]2[N:22]([CH2:26][CH2:27][O:28][C:29]3[CH:34]=[CH:33][CH:32]=[CH:31][CH:30]=3)[CH:21]3[CH2:35][CH2:36][NH:37][CH2:38][CH2:39][CH:20]3[C:19]=2[C:18]=1[Cl:40].[OH-].[Na+], predict the reaction product. The product is: [Cl:16][C:17]1[CH:25]=[CH:24][C:23]2[N:22]([CH2:26][CH2:27][O:28][C:29]3[CH:34]=[CH:33][CH:32]=[CH:31][CH:30]=3)[C@H:21]3[CH2:35][CH2:36][N:37]([C:9]([O:11][C:12]([CH3:13])([CH3:14])[CH3:15])=[O:10])[CH2:38][CH2:39][C@H:20]3[C:19]=2[C:18]=1[Cl:40]. (2) Given the reactants C([O:8][C:9]1[CH:19]=[CH:18][C:12]([C:13]([O:15][CH2:16][CH3:17])=[O:14])=[C:11]([CH2:20][CH3:21])[CH:10]=1)C1C=CC=CC=1, predict the reaction product. The product is: [CH2:20]([C:11]1[CH:10]=[C:9]([OH:8])[CH:19]=[CH:18][C:12]=1[C:13]([O:15][CH2:16][CH3:17])=[O:14])[CH3:21]. (3) Given the reactants [CH3:1][S:2]([NH:5][C:6]1[CH:21]=[CH:20][C:9]2[NH:10][C:11]([CH2:16][C:17]([OH:19])=O)=[N:12][S:13](=[O:15])(=[O:14])[C:8]=2[CH:7]=1)(=[O:4])=[O:3].[CH3:22][O:23][C:24]([CH:26]1[CH2:30][CH2:29][CH2:28][N:27]1[NH:31][CH2:32][CH2:33][C:34]([CH3:37])([CH3:36])[CH3:35])=[O:25].C1(N=C=NC2CCCCC2)CCCCC1.ClCCl, predict the reaction product. The product is: [CH3:22][O:23][C:24]([CH:26]1[CH2:30][CH2:29][CH2:28][N:27]1[N:31]([CH2:32][CH2:33][C:34]([CH3:37])([CH3:36])[CH3:35])[C:17](=[O:19])[CH2:16][C:11]1[NH:10][C:9]2[CH:20]=[CH:21][C:6]([NH:5][S:2]([CH3:1])(=[O:3])=[O:4])=[CH:7][C:8]=2[S:13](=[O:14])(=[O:15])[N:12]=1)=[O:25]. (4) Given the reactants Cl[C:2]1[C:3]2[S:10][C:9]([C:11]3[CH2:12][CH2:13][N:14]([C:17]([O:19][C:20]([CH3:23])([CH3:22])[CH3:21])=[O:18])[CH2:15][CH:16]=3)=[CH:8][C:4]=2[N:5]=[CH:6][N:7]=1.[CH3:24][C:25]1[CH:30]=[CH:29][C:28]([S:31]([NH:34][C:35]2[CH:40]=[CH:39][C:38](B3OC(C)(C)C(C)(C)O3)=[CH:37][CH:36]=2)(=[O:33])=[O:32])=[CH:27][CH:26]=1.C(=O)([O-])[O-].[K+].[K+], predict the reaction product. The product is: [C:25]1([CH3:24])[CH:26]=[CH:27][C:28]([S:31]([NH:34][C:35]2[CH:40]=[CH:39][C:38]([C:2]3[C:3]4[S:10][C:9]([C:11]5[CH2:12][CH2:13][N:14]([C:17]([O:19][C:20]([CH3:23])([CH3:22])[CH3:21])=[O:18])[CH2:15][CH:16]=5)=[CH:8][C:4]=4[N:5]=[CH:6][N:7]=3)=[CH:37][CH:36]=2)(=[O:32])=[O:33])=[CH:29][CH:30]=1. (5) Given the reactants C([O:4][C@H:5]1[CH2:10][CH2:9][C@@:8]([C@H:12]2[CH2:20][CH2:19][C:18]3[C:17]([CH3:22])([CH3:21])[CH2:16][CH2:15][C:14]=3[C@@H:13]2[CH2:23][NH:24][C:25](=[O:27])[CH3:26])([CH3:11])[C@@H:7]([CH2:28][O:29]C(=O)C)[CH2:6]1)(=O)C.[OH-].[Na+], predict the reaction product. The product is: [OH:4][C@H:5]1[CH2:10][CH2:9][C@@:8]([C@H:12]2[CH2:20][CH2:19][C:18]3[C:17]([CH3:21])([CH3:22])[CH2:16][CH2:15][C:14]=3[C@@H:13]2[CH2:23][NH:24][C:25](=[O:27])[CH3:26])([CH3:11])[C@@H:7]([CH2:28][OH:29])[CH2:6]1.